Dataset: Full USPTO retrosynthesis dataset with 1.9M reactions from patents (1976-2016). Task: Predict the reactants needed to synthesize the given product. (1) Given the product [ClH:24].[ClH:39].[NH2:35][C:32]1[N:31]=[CH:30][C:29]([CH2:28][NH:27][C:26]([C@@H:16]([NH:15][C:14](=[O:37])[C@H:9]([NH:7][CH3:6])[CH:10]([CH3:13])[CH2:11][CH3:12])[CH2:17][C:18]2[CH:23]=[CH:22][C:21]([Cl:24])=[C:20]([Cl:25])[CH:19]=2)=[O:36])=[CH:34][CH:33]=1, predict the reactants needed to synthesize it. The reactants are: C(O[C:6](=O)[N:7]([C@@H:9]([C:14](=[O:37])[NH:15][C@H:16]([C:26](=[O:36])[NH:27][CH2:28][C:29]1[CH:30]=[N:31][C:32]([NH2:35])=[CH:33][CH:34]=1)[CH2:17][C:18]1[CH:23]=[CH:22][C:21]([Cl:24])=[C:20]([Cl:25])[CH:19]=1)[CH:10]([CH3:13])[CH2:11][CH3:12])C)(C)(C)C.[ClH:39]. (2) Given the product [CH3:6][C:7]1[CH:14]=[CH:13][C:10]([C:11]([OH:17])=[O:12])=[CH:9][CH:8]=1, predict the reactants needed to synthesize it. The reactants are: Br([O-])(=O)=O.[Na+].[CH3:6][C:7]1[CH:14]=[CH:13][C:10]([CH2:11][OH:12])=[CH:9][CH:8]=1.CC[O:17]CC.